From a dataset of Reaction yield outcomes from USPTO patents with 853,638 reactions. Predict the reaction yield, written as a fraction of the theoretical maximum amount of product (1.0 means a 100% yield; for example, 0.34 means a 34% yield). (1) The reactants are [CH3:1][C:2]1[N:7]=[C:6]([N+:8]([O-])=O)[C:5]([OH:11])=[CH:4][CH:3]=1. The catalyst is [Pd].C(OCC)(=O)C. The product is [NH2:8][C:6]1[C:5]([OH:11])=[CH:4][CH:3]=[C:2]([CH3:1])[N:7]=1. The yield is 0.990. (2) The reactants are C(O[C:5](=[O:7])[CH3:6])(=O)C.[N+:8]([C:11]1[CH:12]=[C:13]([NH2:22])[CH:14]=[C:15]([N:17]2[CH:21]=[CH:20][CH:19]=[CH:18]2)[CH:16]=1)([O-:10])=[O:9]. No catalyst specified. The product is [N+:8]([C:11]1[CH:12]=[C:13]([NH:22][C:5](=[O:7])[CH3:6])[CH:14]=[C:15]([N:17]2[CH:18]=[CH:19][CH:20]=[CH:21]2)[CH:16]=1)([O-:10])=[O:9]. The yield is 0.890.